This data is from Full USPTO retrosynthesis dataset with 1.9M reactions from patents (1976-2016). The task is: Predict the reactants needed to synthesize the given product. (1) Given the product [CH3:26][C:8]1[CH:9]=[CH:4][N:3]=[C:2]([C:10]2[CH:11]=[C:12]([NH:16][C:17]([C:19]3([NH2:25])[CH2:20][CH2:21][NH:22][CH2:23][CH2:24]3)=[O:18])[CH:13]=[CH:14][CH:15]=2)[CH:7]=1, predict the reactants needed to synthesize it. The reactants are: O1C2C=[CH:7][CH:8]=[CH:9][C:4]=2[N:3]=[C:2]1[C:10]1[CH:11]=[C:12]([NH:16][C:17]([C:19]2([NH2:25])[CH2:24][CH2:23][NH:22][CH2:21][CH2:20]2)=[O:18])[CH:13]=[CH:14][CH:15]=1.[CH3:26]C1C=CN=C(C2C=C(N)C=CC=2)C=1. (2) Given the product [Br:8][C:6]1[CH:7]=[C:2]2[C:3]([C:9]([C:11]3[CH:16]=[CH:15][CH:14]=[CH:13][CH:12]=3)=[N:17][NH:1]2)=[CH:4][CH:5]=1, predict the reactants needed to synthesize it. The reactants are: [NH2:1][C:2]1[CH:7]=[C:6]([Br:8])[CH:5]=[CH:4][C:3]=1[C:9]([C:11]1[CH:16]=[CH:15][CH:14]=[CH:13][CH:12]=1)=O.[N:17]([O-])=O.[Na+].[Sn](Cl)Cl. (3) Given the product [Cl:20][C:21]1[CH:26]=[CH:25][CH:24]=[CH:23][C:22]=1[O:27][C:2]1[C:7]([C:8]([O:10][CH2:11][CH3:12])=[O:9])=[CH:6][N:5]=[C:4]([C:13]2[CH:18]=[CH:17][CH:16]=[C:15]([Cl:19])[CH:14]=2)[CH:3]=1, predict the reactants needed to synthesize it. The reactants are: Cl[C:2]1[C:7]([C:8]([O:10][CH2:11][CH3:12])=[O:9])=[CH:6][N:5]=[C:4]([C:13]2[CH:18]=[CH:17][CH:16]=[C:15]([Cl:19])[CH:14]=2)[CH:3]=1.[Cl:20][C:21]1[CH:26]=[CH:25][CH:24]=[CH:23][C:22]=1[OH:27].C(=O)([O-])[O-].[K+].[K+]. (4) Given the product [Br:19][C:5]1[C:6]([C:8]2[CH:13]=[CH:12][CH:11]=[CH:10][CH:9]=2)=[N:7][C:2]([NH2:1])=[N:3][CH:4]=1, predict the reactants needed to synthesize it. The reactants are: [NH2:1][C:2]1[N:7]=[C:6]([C:8]2[CH:13]=[CH:12][CH:11]=[CH:10][CH:9]=2)[CH:5]=[CH:4][N:3]=1.C([O-])([O-])=O.[Ca+2].[Br:19]Br.[OH-].[NH4+].